This data is from Experimentally validated miRNA-target interactions with 360,000+ pairs, plus equal number of negative samples. The task is: Binary Classification. Given a miRNA mature sequence and a target amino acid sequence, predict their likelihood of interaction. (1) The miRNA is hsa-miR-34b-5p with sequence UAGGCAGUGUCAUUAGCUGAUUG. The protein sequence of the target gene is MSGGKYVDSEGHLYTVPIREQGNIYKPNNKAMADELSEKQVYDAHTKEIDLVNRDPKHLNDDVVKIDFEDVIAEPEGTHSFDGIWKASFTTFTVTKYWFYRLLSALFGIPMALIWGIYFAILSFLHIWAVVPCIKSFLIEIQCISRVYSIYVHTVCDPLFEAVGKIFSNVRINLQKEI. Result: 1 (interaction). (2) The miRNA is hsa-miR-3171 with sequence AGAUGUAUGGAAUCUGUAUAUAUC. The protein sequence of the target gene is MENAHTKTVEEVLGHFGVNESTGLSLEQVKKLKERWGSNELPAEEGKTLLELVIEQFEDLLVRILLLAACISFVLAWFEEGEETITAFVEPFVILLILVANAIVGVWQERNAENAIEALKEYEPEMGKVYRQDRKSVQRIKAKDIVPGDIVEIAVGDKVPADIRLTSIKSTTLRVDQSILTGESVSVIKHTDPVPDPRAVNQDKKNMLFSGTNIAAGKAMGVVVATGVNTEIGKIRDEMVATEQERTPLQQKLDEFGEQLSKVISLICIAVWIINIGHFNDPVHGGSWIRGAIYYFKIAV.... Result: 1 (interaction). (3) The miRNA is hsa-miR-380-5p with sequence UGGUUGACCAUAGAACAUGCGC. The protein sequence of the target gene is MQIPQAPWPVVWAVLQLGWRPGWFLDSPDRPWNPPTFSPALLVVTEGDNATFTCSFSNTSESFVLNWYRMSPSNQTDKLAAFPEDRSQPGQDCRFRVTQLPNGRDFHMSVVRARRNDSGTYLCGAISLAPKAQIKESLRAELRVTERRAEVPTAHPSPSPRPAGQFQTLVVGVVGGLLGSLVLLVWVLAVICSRAARGTIGARRTGQPLKEDPSAVPVFSVDYGELDFQWREKTPEPPVPCVPEQTEYATIVFPSGMGTSSPARRGSADGPRSAQPLRPEDGHCSWPL. Result: 0 (no interaction). (4) The miRNA is hsa-miR-6796-3p with sequence GAAGCUCUCCCCUCCCCGCAG. The protein sequence of the target gene is MFDTTPHSGRSTPSSSPSLRKRLQLLPPSRPPPEPEPGTMVEKGSDSSSEKGGVPGTPSTQSLGSRNFIRNSKKMQSWYSMLSPTYKQRNEDFRKLFSKLPEAERLIVDYSCALQREILLQGRLYLSENWICFYSNIFRWETTISIQLKEVTCLKKEKTAKLIPNAIQICTESEKHFFTSFGARDRCFLLIFRLWQNALLEKTLSPRELWHLVHQCYGSELGLTSEDEDYVSPLQLNGLGTPKEVGDVIALSDITSSGAADRSQEPSPVGSRRGHVTPNLSRASSDADHGAEEDKEEQVD.... Result: 0 (no interaction). (5) The miRNA is hsa-miR-6819-3p with sequence AAGCCUCUGUCCCCACCCCAG. The protein sequence of the target gene is MVCGGFACSKNALCALNVVYMLVSLLLIGVAAWGKGLGLVSSIHIIGGVIAVGVFLLLIAVAGLVGAVNHHQVLLFFYMIILGLVFIFQFVISCSCLAINRSKQTDVINASWWVMSNKTRDELERSFDCCGLFNLTTLYQQDYDFCTAICKSQSPTCQMCGEKFLKHSDEALKILGGVGLFFSFTEILGVWLAMRFRNQKDPRANPSAFL. Result: 1 (interaction). (6) The miRNA is hsa-miR-506-3p with sequence UAAGGCACCCUUCUGAGUAGA. The protein sequence of the target gene is MGCFCAVPEEFYCEVLLLDESKLTLTTQQQGIKKSTKGSVVLDHVFHHVNLVEIDYFGLRYCDRSHQTYWLDPAKTLAEHKELINTGPPYTLYFGIKFYAEDPCKLKEEITRYQFFLQVKQDVLQGRLPCPVNTAAQLGAYAIQSELGDYDPYKHTAGYVSEYRFVPDQKEELEEAIERIHKTLMGQIPSEAELNYLRTAKSLEMYGVDLHPVYGENKSEYFLGLTPVGVVVYKNKKQVGKYFWPRITKVHFKETQFELRVLGKDCNETSFFFEARSKTACKHLWKCSVEHHTFFRMPEN.... Result: 0 (no interaction). (7) The miRNA is mmu-miR-467f with sequence AUAUACACACACACACCUACA. The protein sequence of the target gene is MSAIGTLQVLGFLLSLARGSEMGNSQAVCPGTLNGLSVTGDADNQYQTLYKLYEKCEVVMGNLEIVLTGHNADLSFLQWIREVTGYVLVAMNEFSVLPLPNLRVVRGTQVYDGKFAIFVMLNYNTNSSHALRQLRFTQLTEILLGGVYIEKNDKLCHMDTIDWRDIVRVPDAEIVVKNNGGNCPPCHEVCKGRCWGPGPEDCQILTKTICAPQCNGRCFGPNPNQCCHDECAGGCSGPQDTDCFACRHFNDSGACVPRCPAPLVYNKLTFQLEPNPHIKYQYGGVCVASCPHNFVVDQTF.... Result: 0 (no interaction).